From a dataset of Full USPTO retrosynthesis dataset with 1.9M reactions from patents (1976-2016). Predict the reactants needed to synthesize the given product. The reactants are: [BH4-].[Na+].[OH:3][C:4]1([C:24]2[CH:29]=[CH:28][CH:27]=[C:26]([O:30][CH3:31])[CH:25]=2)[CH2:9][CH2:8][N:7]([CH2:10][C:11]([C:13]2[CH:14]=[C:15]3[C:20](=[CH:21][CH:22]=2)[NH:19][C:18](=[O:23])[CH2:17][CH2:16]3)=[O:12])[CH2:6][CH2:5]1. Given the product [OH:12][CH:11]([C:13]1[CH:14]=[C:15]2[C:20](=[CH:21][CH:22]=1)[NH:19][C:18](=[O:23])[CH2:17][CH2:16]2)[CH2:10][N:7]1[CH2:8][CH2:9][C:4]([OH:3])([C:24]2[CH:29]=[CH:28][CH:27]=[C:26]([O:30][CH3:31])[CH:25]=2)[CH2:5][CH2:6]1, predict the reactants needed to synthesize it.